From a dataset of Peptide-MHC class II binding affinity with 134,281 pairs from IEDB. Regression. Given a peptide amino acid sequence and an MHC pseudo amino acid sequence, predict their binding affinity value. This is MHC class II binding data. The peptide sequence is EKMYFAATQFEPLAA. The MHC is HLA-DPA10201-DPB10501 with pseudo-sequence HLA-DPA10201-DPB10501. The binding affinity (normalized) is 0.889.